From a dataset of Reaction yield outcomes from USPTO patents with 853,638 reactions. Predict the reaction yield, written as a fraction of the theoretical maximum amount of product (1.0 means a 100% yield; for example, 0.34 means a 34% yield). The reactants are [OH:1][C:2]([CH3:22])([CH3:21])[CH2:3][C@H:4]1[CH2:8][O:7][C@@:6]([C@@H:10]2[C@:18]3([CH3:19])[C@H:13]([C@@H:14]([OH:20])[CH2:15][CH2:16][CH2:17]3)[CH2:12][CH2:11]2)([CH3:9])[CH2:5]1.C1C=C[NH+]=CC=1.C1C=C[NH+]=CC=1.[O-][Cr](O[Cr]([O-])(=O)=O)(=O)=O. The catalyst is C(Cl)Cl. The product is [OH:1][C:2]([CH3:22])([CH3:21])[CH2:3][C@H:4]1[CH2:8][O:7][C@@:6]([C@@H:10]2[C@:18]3([CH3:19])[C@H:13]([C:14](=[O:20])[CH2:15][CH2:16][CH2:17]3)[CH2:12][CH2:11]2)([CH3:9])[CH2:5]1. The yield is 0.910.